Dataset: Forward reaction prediction with 1.9M reactions from USPTO patents (1976-2016). Task: Predict the product of the given reaction. (1) Given the reactants [CH:1]1([S:4]([N:7]2[CH:11]=[C:10]([C:12]3[N:17]=[C:16]([NH:18][C:19]4[N:24]=[CH:23][C:22]5[N:25]=[C:26]([CH3:31])[N:27]([CH:28]([CH3:30])[CH3:29])[C:21]=5[CH:20]=4)[CH:15]=[CH:14][N:13]=3)[CH:9]=[N:8]2)(=[O:6])=[O:5])[CH2:3][CH2:2]1.I(C1C=CC=CC=1C(O)=O)(=O)=[O:33].CS(C)=O, predict the reaction product. The product is: [CH:1]1([S:4]([N:7]2[CH:11]=[C:10]([C:12]3[N:17]=[C:16]([NH:18][C:19]4[N:24]=[CH:23][C:22]5[N:25]=[C:26]([CH:31]=[O:33])[N:27]([CH:28]([CH3:29])[CH3:30])[C:21]=5[CH:20]=4)[CH:15]=[CH:14][N:13]=3)[CH:9]=[N:8]2)(=[O:6])=[O:5])[CH2:3][CH2:2]1. (2) Given the reactants [Si]([O:8][CH:9]1[C:16]2[CH:17]=[CH:18][C:19]([N:21]([CH3:23])[CH3:22])=[CH:20][C:15]=2[CH:14]=[CH:13][CH2:12][CH2:11][CH2:10]1)(C(C)(C)C)(C)C.CCCC[N+](CCCC)(CCCC)CCCC.[F-], predict the reaction product. The product is: [CH3:22][N:21]([CH3:23])[C:19]1[CH:18]=[CH:17][C:16]2[CH:9]([OH:8])[CH2:10][CH2:11][CH2:12][CH:13]=[CH:14][C:15]=2[CH:20]=1.